This data is from NCI-60 drug combinations with 297,098 pairs across 59 cell lines. The task is: Regression. Given two drug SMILES strings and cell line genomic features, predict the synergy score measuring deviation from expected non-interaction effect. (1) Drug 1: C1=CN(C=N1)CC(O)(P(=O)(O)O)P(=O)(O)O. Drug 2: C1CN(P(=O)(OC1)NCCCl)CCCl. Cell line: HCT-15. Synergy scores: CSS=-6.65, Synergy_ZIP=5.60, Synergy_Bliss=6.93, Synergy_Loewe=-3.69, Synergy_HSA=-2.86. (2) Cell line: HCT116. Drug 1: CC1C(C(CC(O1)OC2CC(CC3=C2C(=C4C(=C3O)C(=O)C5=C(C4=O)C(=CC=C5)OC)O)(C(=O)C)O)N)O.Cl. Drug 2: C1C(C(OC1N2C=NC(=NC2=O)N)CO)O. Synergy scores: CSS=48.4, Synergy_ZIP=3.36, Synergy_Bliss=2.24, Synergy_Loewe=3.82, Synergy_HSA=6.20. (3) Drug 1: COC1=CC(=CC(=C1O)OC)C2C3C(COC3=O)C(C4=CC5=C(C=C24)OCO5)OC6C(C(C7C(O6)COC(O7)C8=CC=CS8)O)O. Drug 2: C1C(C(OC1N2C=NC(=NC2=O)N)CO)O. Cell line: SF-539. Synergy scores: CSS=43.3, Synergy_ZIP=-5.05, Synergy_Bliss=-0.421, Synergy_Loewe=-15.1, Synergy_HSA=-0.379. (4) Drug 1: CC1=CC2C(CCC3(C2CCC3(C(=O)C)OC(=O)C)C)C4(C1=CC(=O)CC4)C. Drug 2: COC1=NC(=NC2=C1N=CN2C3C(C(C(O3)CO)O)O)N. Cell line: NCI-H460. Synergy scores: CSS=2.17, Synergy_ZIP=-1.50, Synergy_Bliss=-1.41, Synergy_Loewe=0.154, Synergy_HSA=-0.290.